Dataset: Catalyst prediction with 721,799 reactions and 888 catalyst types from USPTO. Task: Predict which catalyst facilitates the given reaction. Reactant: [Cl:1][C:2]1[CH:7]=[CH:6][C:5]([CH:8]([C:30]2[CH:35]=[CH:34][C:33]([Cl:36])=[CH:32][CH:31]=2)[C:9]2[CH:10]=[C:11]3[C:16](=[CH:17][CH:18]=2)[N:15]=[C:14]([O:19][CH2:20][CH2:21][OH:22])[N:13]=[C:12]3[NH:23][CH:24]2[CH2:29][CH2:28][NH:27][CH2:26][CH2:25]2)=[CH:4][CH:3]=1.C(N(CC)CC)C.Cl[S:45]([C:48]1[CH:56]=[CH:55][C:51]([C:52]([OH:54])=[O:53])=[CH:50][CH:49]=1)(=[O:47])=[O:46]. Product: [Cl:1][C:2]1[CH:7]=[CH:6][C:5]([CH:8]([C:30]2[CH:31]=[CH:32][C:33]([Cl:36])=[CH:34][CH:35]=2)[C:9]2[CH:10]=[C:11]3[C:16](=[CH:17][CH:18]=2)[N:15]=[C:14]([O:19][CH2:20][CH2:21][OH:22])[N:13]=[C:12]3[NH:23][CH:24]2[CH2:25][CH2:26][N:27]([S:45]([C:48]3[CH:49]=[CH:50][C:51]([C:52]([OH:54])=[O:53])=[CH:55][CH:56]=3)(=[O:47])=[O:46])[CH2:28][CH2:29]2)=[CH:4][CH:3]=1. The catalyst class is: 4.